From a dataset of Reaction yield outcomes from USPTO patents with 853,638 reactions. Predict the reaction yield, written as a fraction of the theoretical maximum amount of product (1.0 means a 100% yield; for example, 0.34 means a 34% yield). (1) The reactants are [CH2:1]([Mg]Cl)[CH3:2].[Br:5][C:6]1[CH:11]=[CH:10][C:9]([CH2:12][C:13](N(OC)C)=[O:14])=[CH:8][CH:7]=1. The catalyst is C1COCC1. The product is [Br:5][C:6]1[CH:11]=[CH:10][C:9]([CH2:12][C:13](=[O:14])[CH2:1][CH3:2])=[CH:8][CH:7]=1. The yield is 0.650. (2) The reactants are Br[C:2]1[CH:3]=[C:4]([N:8]2[CH2:13][CH2:12][CH:11]([NH:14][C:15](=[O:18])[O:16][CH3:17])[CH2:10][CH2:9]2)[CH:5]=[CH:6][CH:7]=1.[B:19]1([B:19]2[O:23][C:22]([CH3:25])([CH3:24])[C:21]([CH3:27])([CH3:26])[O:20]2)[O:23][C:22]([CH3:25])([CH3:24])[C:21]([CH3:27])([CH3:26])[O:20]1.C(Cl)Cl.C([O-])(=O)C. The catalyst is O1CCOCC1.CCOC(C)=O.C1C=CC(P(C2C=CC=CC=2)[C-]2C=CC=C2)=CC=1.C1C=CC(P(C2C=CC=CC=2)[C-]2C=CC=C2)=CC=1.Cl[Pd]Cl.[Fe+2]. The product is [CH3:26][C:21]1([CH3:27])[C:22]([CH3:25])([CH3:24])[O:23][B:19]([C:2]2[CH:3]=[C:4]([N:8]3[CH2:13][CH2:12][CH:11]([NH:14][C:15](=[O:18])[O:16][CH3:17])[CH2:10][CH2:9]3)[CH:5]=[CH:6][CH:7]=2)[O:20]1. The yield is 0.700.